Regression. Given two drug SMILES strings and cell line genomic features, predict the synergy score measuring deviation from expected non-interaction effect. From a dataset of NCI-60 drug combinations with 297,098 pairs across 59 cell lines. (1) Drug 1: C1CN1C2=NC(=NC(=N2)N3CC3)N4CC4. Drug 2: C1=CC(=CC=C1CCCC(=O)O)N(CCCl)CCCl. Cell line: SF-268. Synergy scores: CSS=37.9, Synergy_ZIP=-7.61, Synergy_Bliss=-0.621, Synergy_Loewe=-18.8, Synergy_HSA=1.04. (2) Cell line: SW-620. Synergy scores: CSS=3.05, Synergy_ZIP=1.40, Synergy_Bliss=1.23, Synergy_Loewe=-2.05, Synergy_HSA=-2.20. Drug 2: CN(C(=O)NC(C=O)C(C(C(CO)O)O)O)N=O. Drug 1: CC1=C(C(CCC1)(C)C)C=CC(=CC=CC(=CC(=O)O)C)C. (3) Drug 1: CC(C)CN1C=NC2=C1C3=CC=CC=C3N=C2N. Drug 2: CC1CCCC2(C(O2)CC(NC(=O)CC(C(C(=O)C(C1O)C)(C)C)O)C(=CC3=CSC(=N3)C)C)C. Cell line: SW-620. Synergy scores: CSS=49.2, Synergy_ZIP=3.14, Synergy_Bliss=-0.140, Synergy_Loewe=-10.6, Synergy_HSA=0.760.